From a dataset of Reaction yield outcomes from USPTO patents with 853,638 reactions. Predict the reaction yield, written as a fraction of the theoretical maximum amount of product (1.0 means a 100% yield; for example, 0.34 means a 34% yield). (1) The reactants are [CH3:1][S:2]([C:5]1[CH:6]=[C:7]([CH:11]=[CH:12][CH:13]=1)[C:8]([OH:10])=[O:9])(=[O:4])=[O:3].[CH3:14]O. No catalyst specified. The product is [CH3:1][S:2]([C:5]1[CH:6]=[C:7]([CH:11]=[CH:12][CH:13]=1)[C:8]([O:10][CH3:14])=[O:9])(=[O:3])=[O:4]. The yield is 0.990. (2) The reactants are [CH:1]1([N:4]2[C:9](=[O:10])[CH2:8][CH2:7][C:6]3([CH2:15][CH2:14][N:13](C(OC(C)(C)C)=O)[CH2:12][CH2:11]3)[CH2:5]2)[CH2:3][CH2:2]1.Cl.[Br:24][C:25]1[CH:30]=[CH:29][C:28]([S:31](Cl)(=[O:33])=[O:32])=[CH:27][CH:26]=1. The catalyst is CN(C)C1C=CN=CC=1. The product is [Br:24][C:25]1[CH:30]=[CH:29][C:28]([S:31]([N:13]2[CH2:12][CH2:11][C:6]3([CH2:5][N:4]([CH:1]4[CH2:2][CH2:3]4)[C:9](=[O:10])[CH2:8][CH2:7]3)[CH2:15][CH2:14]2)(=[O:33])=[O:32])=[CH:27][CH:26]=1. The yield is 0.200. (3) The reactants are [C:1]([O:5][C:6]([N:8]1[CH2:13][CH2:12][CH:11]([CH2:14][CH2:15]Br)[CH2:10][CH2:9]1)=[O:7])([CH3:4])([CH3:3])[CH3:2].[F:17][C:18]1[CH:23]=[CH:22][C:21]([OH:24])=[CH:20][CH:19]=1.C(=O)([O-])[O-].[K+].[K+]. The catalyst is CC(C)=O.[I-].C([N+](CCCC)(CCCC)CCCC)CCC. The product is [C:1]([O:5][C:6]([N:8]1[CH2:13][CH2:12][CH:11]([CH2:14][CH2:15][O:24][C:21]2[CH:22]=[CH:23][C:18]([F:17])=[CH:19][CH:20]=2)[CH2:10][CH2:9]1)=[O:7])([CH3:4])([CH3:3])[CH3:2]. The yield is 0.980. (4) The reactants are CCN(C(C)C)C(C)C.Cl.[NH2:11][C@@H:12]([CH:20]([CH3:22])[CH3:21])[C:13]([O:15][C:16]([CH3:19])([CH3:18])[CH3:17])=[O:14].Cl[C:24]([O:26][CH3:27])=[O:25]. The catalyst is C1COCC1. The product is [CH3:27][O:26][C:24]([NH:11][C@@H:12]([CH:20]([CH3:22])[CH3:21])[C:13]([O:15][C:16]([CH3:17])([CH3:19])[CH3:18])=[O:14])=[O:25]. The yield is 0.990. (5) The reactants are [F:1][C:2]1[C:3]([NH:13][C:14]2[CH:19]=[CH:18][C:17]([CH2:20][CH2:21][OH:22])=[CH:16][C:15]=2[F:23])=[C:4]([CH:9]=[CH:10][C:11]=1[F:12])[C:5]([O:7]C)=[O:6]. The catalyst is CCO. The product is [F:1][C:2]1[C:3]([NH:13][C:14]2[CH:19]=[CH:18][C:17]([CH2:20][CH2:21][OH:22])=[CH:16][C:15]=2[F:23])=[C:4]([CH:9]=[CH:10][C:11]=1[F:12])[C:5]([OH:7])=[O:6]. The yield is 0.930.